Dataset: Reaction yield outcomes from USPTO patents with 853,638 reactions. Task: Predict the reaction yield, written as a fraction of the theoretical maximum amount of product (1.0 means a 100% yield; for example, 0.34 means a 34% yield). (1) The reactants are [F:1][C:2]1[CH:7]=[CH:6][C:5]([S:8]([NH:11][C:12]2[C:13]([O:27][CH3:28])=[N:14][CH:15]=[C:16](B3OC(C)(C)C(C)(C)O3)[CH:17]=2)(=[O:10])=[O:9])=[CH:4][CH:3]=1.Br[C:30]1[CH:31]=[CH:32][C:33]2[N:34]([C:36]([C:39]#[C:40][CH:41]([OH:43])[CH3:42])=[CH:37][N:38]=2)[N:35]=1.C(Cl)Cl.C([O-])([O-])=O.[Na+].[Na+]. The catalyst is CN(C=O)C.O.C1C=CC(P(C2C=CC=CC=2)[C-]2C=CC=C2)=CC=1.C1C=CC(P(C2C=CC=CC=2)[C-]2C=CC=C2)=CC=1.Cl[Pd]Cl.[Fe+2]. The product is [F:1][C:2]1[CH:3]=[CH:4][C:5]([S:8]([NH:11][C:12]2[C:13]([O:27][CH3:28])=[N:14][CH:15]=[C:16]([C:30]3[CH:31]=[CH:32][C:33]4[N:34]([C:36]([C:39]#[C:40][CH:41]([OH:43])[CH3:42])=[CH:37][N:38]=4)[N:35]=3)[CH:17]=2)(=[O:9])=[O:10])=[CH:6][CH:7]=1. The yield is 0.400. (2) The reactants are [CH3:1][O:2][C:3]1[C:4]([NH:15][C:16](=[O:20])OCC)=[N:5][C:6]2[C:11]([N:12]=1)=[CH:10][C:9]([O:13][CH3:14])=[CH:8][CH:7]=2.[Cl:21][C:22]1[CH:27]=[CH:26][CH:25]=[CH:24][C:23]=1[N:28]1[CH2:33][CH2:32][NH:31][CH2:30][CH2:29]1. No catalyst specified. The product is [CH3:1][O:2][C:3]1[C:4]([NH:15][C:16]([N:31]2[CH2:30][CH2:29][N:28]([C:23]3[CH:24]=[CH:25][CH:26]=[CH:27][C:22]=3[Cl:21])[CH2:33][CH2:32]2)=[O:20])=[N:5][C:6]2[C:11]([N:12]=1)=[CH:10][C:9]([O:13][CH3:14])=[CH:8][CH:7]=2. The yield is 0.890. (3) The yield is 0.970. The product is [N:16]1([CH2:15][CH2:14][S:12]([CH2:11][C:8]2[CH:7]=[CH:6][C:5]([OH:4])=[CH:10][CH:9]=2)=[O:13])[CH:20]=[CH:19][N:18]=[N:17]1. The reactants are C([O:4][C:5]1[CH:10]=[CH:9][C:8]([CH2:11][S:12]([CH2:14][CH2:15][N:16]2[CH:20]=[CH:19][N:18]=[N:17]2)=[O:13])=[CH:7][CH:6]=1)C=C.CN1C(=O)CC(=O)N(C)C1=O. The catalyst is ClCCl.C1C=CC([P]([Pd]([P](C2C=CC=CC=2)(C2C=CC=CC=2)C2C=CC=CC=2)([P](C2C=CC=CC=2)(C2C=CC=CC=2)C2C=CC=CC=2)[P](C2C=CC=CC=2)(C2C=CC=CC=2)C2C=CC=CC=2)(C2C=CC=CC=2)C2C=CC=CC=2)=CC=1. (4) The reactants are [Cl-].O[NH3+:3].[C:4](=[O:7])([O-])[OH:5].[Na+].CS(C)=O.[CH3:13][C@H:14]1[O:19][C@@H:18]([CH3:20])[CH2:17][N:16]([CH2:21][CH2:22][O:23][C@H:24]2[CH2:29][CH2:28][C@H:27]([N:30]3[C:35](=[O:36])[C:34]([CH2:37][C:38]4[CH:43]=[CH:42][C:41]([C:44]5[C:45]([C:50]#[N:51])=[CH:46][CH:47]=[CH:48][CH:49]=5)=[CH:40][CH:39]=4)=[C:33]([CH2:52][CH2:53][CH3:54])[N:32]4[N:55]=[CH:56][N:57]=[C:31]34)[CH2:26][CH2:25]2)[CH2:15]1. The catalyst is C(OCC)(=O)C. The product is [CH3:13][C@H:14]1[O:19][C@@H:18]([CH3:20])[CH2:17][N:16]([CH2:21][CH2:22][O:23][C@H:24]2[CH2:25][CH2:26][C@H:27]([N:30]3[C:35](=[O:36])[C:34]([CH2:37][C:38]4[CH:39]=[CH:40][C:41]([C:44]5[CH:49]=[CH:48][CH:47]=[CH:46][C:45]=5[C:50]5[NH:3][C:4](=[O:7])[O:5][N:51]=5)=[CH:42][CH:43]=4)=[C:33]([CH2:52][CH2:53][CH3:54])[N:32]4[N:55]=[CH:56][N:57]=[C:31]34)[CH2:28][CH2:29]2)[CH2:15]1. The yield is 0.590. (5) The reactants are [OH:1][C@@H:2]([CH2:18][N:19]1[CH2:24][CH2:23][O:22][CH2:21][CH2:20]1)[CH2:3][N:4]1[CH2:10][CH2:9][CH2:8][C:7]2[NH:11][C:12]([CH:15]=O)=[C:13]([CH3:14])[C:6]=2[C:5]1=[O:17].[Br:25][C:26]1[CH:27]=[C:28]([F:36])[CH:29]=[C:30]2[C:34]=1[NH:33][C:32](=[O:35])[CH2:31]2.N1CCCCC1. The catalyst is C(O)C. The product is [Br:25][C:26]1[CH:27]=[C:28]([F:36])[CH:29]=[C:30]2[C:34]=1[NH:33][C:32](=[O:35])/[C:31]/2=[CH:15]\[C:12]1[NH:11][C:7]2[CH2:8][CH2:9][CH2:10][N:4]([CH2:3][C@@H:2]([OH:1])[CH2:18][N:19]3[CH2:24][CH2:23][O:22][CH2:21][CH2:20]3)[C:5](=[O:17])[C:6]=2[C:13]=1[CH3:14]. The yield is 0.738. (6) The reactants are [CH:1]1([C:4]#[C:5][C:6]2[S:10][C:9]([C:11]([O:13][CH3:14])=[O:12])=[C:8]([NH:15][CH2:16][C:17]([N:19]3[CH2:24][CH2:23][O:22][CH2:21][CH2:20]3)=[O:18])[CH:7]=2)[CH2:3][CH2:2]1.CCN(CC)CC.[CH3:32][C@H:33]1[CH2:38][CH2:37][C@H:36]([C:39](Cl)=[O:40])[CH2:35][CH2:34]1. The catalyst is C(Cl)Cl.CCOC(C)=O. The product is [CH:1]1([C:4]#[C:5][C:6]2[S:10][C:9]([C:11]([O:13][CH3:14])=[O:12])=[C:8]([N:15]([C:39]([C@H:36]3[CH2:37][CH2:38][C@H:33]([CH3:32])[CH2:34][CH2:35]3)=[O:40])[CH2:16][C:17]([N:19]3[CH2:20][CH2:21][O:22][CH2:23][CH2:24]3)=[O:18])[CH:7]=2)[CH2:2][CH2:3]1. The yield is 0.300. (7) The reactants are [C:1]1([C:7]2[N:8]=[C:9]([C:12]3([CH2:15][NH2:16])[CH2:14][CH2:13]3)[S:10][CH:11]=2)[CH:6]=[CH:5][CH:4]=[CH:3][CH:2]=1.[F:17][C:18]([F:34])([F:33])[C:19]1[O:23][N:22]=[C:21]([C:24]2[CH:25]=[C:26]([CH:30]=[CH:31][CH:32]=2)[C:27](O)=[O:28])[N:20]=1. No catalyst specified. The product is [C:1]1([C:7]2[N:8]=[C:9]([C:12]3([CH2:15][NH:16][C:27](=[O:28])[C:26]4[CH:30]=[CH:31][CH:32]=[C:24]([C:21]5[N:20]=[C:19]([C:18]([F:34])([F:33])[F:17])[O:23][N:22]=5)[CH:25]=4)[CH2:13][CH2:14]3)[S:10][CH:11]=2)[CH:2]=[CH:3][CH:4]=[CH:5][CH:6]=1. The yield is 0.490.